This data is from Retrosynthesis with 50K atom-mapped reactions and 10 reaction types from USPTO. The task is: Predict the reactants needed to synthesize the given product. (1) Given the product C(=Cc1ccc(OCCCCc2nnn[nH]2)cc1)c1ccncc1, predict the reactants needed to synthesize it. The reactants are: N#CCCCCOc1ccc(C=Cc2ccncc2)cc1.[N-]=[N+]=[N-]. (2) Given the product Cn1ncc2c(N3CCN(S(C)(=O)=O)CC3)nc(Cl)nc21, predict the reactants needed to synthesize it. The reactants are: CS(=O)(=O)N1CCNCC1.Cn1ncc2c(Cl)nc(Cl)nc21. (3) Given the product O=C1O[C@@H](Cn2ccnn2)CN1c1ccc(C2=CCN(S(=O)(=O)CCCCl)CC2)c(F)c1, predict the reactants needed to synthesize it. The reactants are: O=C1O[C@@H](Cn2ccnn2)CN1c1ccc(C2=CCNCC2)c(F)c1.O=S(=O)(Cl)CCCCl. (4) Given the product COP(=O)(OC)c1ccc(-c2ccc([C@@H]3[C@@H](CC[C@H](O[Si](C)(C)C(C)(C)C)c4ccc(F)cc4)C(=O)N3c3ccccc3)c(OCc3ccccc3)c2)cc1, predict the reactants needed to synthesize it. The reactants are: CC(C)(C)[Si](C)(C)O[C@@H](CC[C@H]1C(=O)N(c2ccccc2)[C@@H]1c1ccc(Br)cc1OCc1ccccc1)c1ccc(F)cc1.COP(=O)(OC)c1ccc(B2OC(C)(C)C(C)(C)O2)cc1. (5) Given the product O=C(O)c1nc(C(Cl)(Cl)Cl)n(-c2cccc(C(F)(F)F)c2)n1, predict the reactants needed to synthesize it. The reactants are: COC(=O)c1nc(C(Cl)(Cl)Cl)n(-c2cccc(C(F)(F)F)c2)n1. (6) Given the product CCCc1c(OCc2ccc(N)cc2)ccc(C(C)=O)c1O, predict the reactants needed to synthesize it. The reactants are: CCCc1c(OCc2ccc([N+](=O)[O-])cc2)ccc(C(C)=O)c1O. (7) Given the product CCOc1ccccc1OCCN[C@H](C)Cc1ccc(OC)c(S(N)(=O)=O)c1, predict the reactants needed to synthesize it. The reactants are: CCOc1ccccc1OCCBr.COc1ccc(CC(C)N)cc1S(N)(=O)=O. (8) Given the product CCc1c(C#CC[Si](C)(C)C)[nH]c(C=O)c1C(=O)OC, predict the reactants needed to synthesize it. The reactants are: C#CC[Si](C)(C)C.CCc1c(I)[nH]c(C=O)c1C(=O)OC. (9) Given the product Cc1ccc[n+]([O-])c1N[C@@H]1CCCN(C(=O)OC(C)(C)C)C1, predict the reactants needed to synthesize it. The reactants are: CC(C)(C)OC(=O)N1CCC[C@@H](N)C1.Cc1ccc[n+]([O-])c1Cl. (10) Given the product COc1nc(/C(=C/COc2ccccc2)c2ccc(C(C)(C)C)cc2)ccc1Cl, predict the reactants needed to synthesize it. The reactants are: COc1nc(/C(=C/CO)c2ccc(C(C)(C)C)cc2)ccc1Cl.Oc1ccccc1.